From a dataset of Full USPTO retrosynthesis dataset with 1.9M reactions from patents (1976-2016). Predict the reactants needed to synthesize the given product. Given the product [OH:1][C:2]1[C:7]2[C:8]3([OH:45])[C:21]([O:25][CH3:26])([CH:22]([OH:24])[CH2:23][C:6]=2[CH:5]=[C:4]([CH3:46])[C:3]=1[C:47]([NH2:52])=[O:48])[C:20](=[O:27])[C:19]1[C:10](=[CH:11][C:12]2[C:13](=[O:43])[C:14]([NH:30][C@@H:31]4[CH:36]([O:37][CH3:38])[C@H:35]([OH:39])[C@@H:34]([O:40][CH3:41])[C@H:33]([CH3:42])[O:32]4)=[CH:15][C:16](=[O:29])[C:17]=2[C:18]=1[OH:28])[C:9]3=[O:44], predict the reactants needed to synthesize it. The reactants are: [OH:1][C:2]1[C:7]2[C@@:8]3([OH:45])[C@@:21]([O:25][CH3:26])([C@H:22]([OH:24])[CH2:23][C:6]=2[CH:5]=[C:4]([CH3:46])[C:3]=1[C:47](O)=[O:48])[C:20](=[O:27])[C:19]1[C:10](=[CH:11][C:12]2[C:13](=[O:43])[C:14]([NH:30][CH:31]4[C@H:36]([O:37][CH3:38])[C@H:35]([OH:39])[C@@H:34]([O:40][CH3:41])[C@H:33]([CH3:42])[O:32]4)=[CH:15][C:16](=[O:29])[C:17]=2[C:18]=1[OH:28])[C:9]3=[O:44].O.O[N:52]1C2C=CC=CC=2N=N1.N.